Task: Predict the reactants needed to synthesize the given product.. Dataset: Full USPTO retrosynthesis dataset with 1.9M reactions from patents (1976-2016) (1) Given the product [Si:5]([O:8][CH2:9][C:10]([O:15][CH3:16])([CH3:14])[CH2:11][CH2:12][CH2:13][OH:19])([C:1]([CH3:4])([CH3:3])[CH3:2])([CH3:6])[CH3:7], predict the reactants needed to synthesize it. The reactants are: [C:1]([Si:5]([O:8][CH2:9][C:10]([O:15][CH3:16])([CH3:14])[CH2:11][CH:12]=[CH2:13])([CH3:7])[CH3:6])([CH3:4])([CH3:3])[CH3:2].O.B1([O-])O[O:19]1.O.O.O.O.[Na+]. (2) Given the product [N:29]1([C:2]2[N:28]=[CH:27][CH:26]=[CH:25][C:3]=2[C:4]([NH:6][C:7]2[CH:8]=[C:9]3[C:13](=[CH:14][CH:15]=2)[N:12]([C:16](=[O:24])[CH2:17][C:18]2[CH:23]=[CH:22][CH:21]=[CH:20][N:19]=2)[CH2:11][CH2:10]3)=[O:5])[CH2:34][CH2:33][CH2:32][CH2:31][CH2:30]1, predict the reactants needed to synthesize it. The reactants are: Cl[C:2]1[N:28]=[CH:27][CH:26]=[CH:25][C:3]=1[C:4]([NH:6][C:7]1[CH:8]=[C:9]2[C:13](=[CH:14][CH:15]=1)[N:12]([C:16](=[O:24])[CH2:17][C:18]1[CH:23]=[CH:22][CH:21]=[CH:20][N:19]=1)[CH2:11][CH2:10]2)=[O:5].[NH:29]1[CH2:34][CH2:33][CH2:32][CH2:31][CH2:30]1.O. (3) Given the product [CH3:39][C:25]1[CH:24]=[C:23]([C:21]([N:12]2[C:13]3[CH:20]=[CH:19][CH:18]=[CH:17][C:14]=3[CH2:15][N:16]3[C:7]([C:5]([N:4]4[CH2:40][CH2:64][N:65]([CH2:66][CH2:67][O:44][CH3:43])[CH2:2][CH2:3]4)=[O:6])=[CH:8][CH:9]=[C:10]3[CH2:11]2)=[O:22])[CH:28]=[CH:27][C:26]=1[C:29]1[CH:34]=[CH:33][CH:32]=[CH:31][C:30]=1[C:35]([F:36])([F:38])[F:37], predict the reactants needed to synthesize it. The reactants are: O[CH2:2][CH2:3][N:4]([CH2:40]CO)[C:5]([C:7]1[N:16]2[C:10]([CH2:11][N:12]([C:21]([C:23]3[CH:28]=[CH:27][C:26]([C:29]4[CH:34]=[CH:33][CH:32]=[CH:31][C:30]=4[C:35]([F:38])([F:37])[F:36])=[C:25]([CH3:39])[CH:24]=3)=[O:22])[C:13]3[CH:20]=[CH:19][CH:18]=[CH:17][C:14]=3[CH2:15]2)=[CH:9][CH:8]=1)=[O:6].[CH3:43][O:44]C(N1CCNCC1)C.ON1C2C=CC=CC=2N=N1.Cl.[CH3:64][N:65](C)[CH2:66][CH2:67]CN=C=NCC.C(N(CC)C(C)C)(C)C. (4) Given the product [OH:21][CH2:20][C@@H:16]1[CH2:15][N:14]([CH2:2][C:3]([N:5]2[C:13]3[C:8](=[CH:9][CH:10]=[CH:11][CH:12]=3)[CH2:7][CH2:6]2)=[O:4])[CH2:19][CH2:18][O:17]1, predict the reactants needed to synthesize it. The reactants are: Cl[CH2:2][C:3]([N:5]1[C:13]2[C:8](=[CH:9][CH:10]=[CH:11][CH:12]=2)[CH2:7][CH2:6]1)=[O:4].[NH:14]1[CH2:19][CH2:18][O:17][CH:16]([CH2:20][OH:21])[CH2:15]1.C(N(CC)CC)C.